Dataset: Peptide-MHC class II binding affinity with 134,281 pairs from IEDB. Task: Regression. Given a peptide amino acid sequence and an MHC pseudo amino acid sequence, predict their binding affinity value. This is MHC class II binding data. (1) The peptide sequence is VVDLSKMRAVWVDGK. The MHC is DRB1_1101 with pseudo-sequence DRB1_1101. The binding affinity (normalized) is 0.416. (2) The peptide sequence is EFIAKVRSHAAIGAY. The MHC is HLA-DQA10102-DQB10501 with pseudo-sequence HLA-DQA10102-DQB10501. The binding affinity (normalized) is 0.808. (3) The MHC is DRB1_0401 with pseudo-sequence DRB1_0401. The binding affinity (normalized) is 0.769. The peptide sequence is IKVLRGFKKEISNML. (4) The peptide sequence is EKPMNVQSLGWNIIT. The MHC is DRB1_0801 with pseudo-sequence DRB1_0801. The binding affinity (normalized) is 0.428. (5) The binding affinity (normalized) is 0.119. The MHC is H-2-IEd with pseudo-sequence H-2-IEd. The peptide sequence is KPLLIIAEDVEGEY. (6) The peptide sequence is AFKVQATAANAAPAN. The MHC is DRB1_0802 with pseudo-sequence DRB1_0802. The binding affinity (normalized) is 0.687. (7) The peptide sequence is NDAIKASTGGAYESY. The MHC is DRB3_0101 with pseudo-sequence DRB3_0101. The binding affinity (normalized) is 0.136. (8) The binding affinity (normalized) is 0.0145. The MHC is HLA-DQA10101-DQB10501 with pseudo-sequence HLA-DQA10101-DQB10501. The peptide sequence is RTEIDKPSQHHHHHH. (9) The peptide sequence is FKSGRGCGSCFEIKC. The MHC is HLA-DPA10103-DPB10401 with pseudo-sequence HLA-DPA10103-DPB10401. The binding affinity (normalized) is 0.128. (10) The peptide sequence is AFASGFRAINPTMRQ. The binding affinity (normalized) is 0.222. The MHC is DRB1_0701 with pseudo-sequence DRB1_0701.